From a dataset of Forward reaction prediction with 1.9M reactions from USPTO patents (1976-2016). Predict the product of the given reaction. (1) Given the reactants [CH3:1][O:2][C:3]1[CH:11]=[CH:10][C:9]([O:12]C)=[C:8]2[C:4]=1[CH2:5][CH2:6][CH2:7]2.B(Br)(Br)Br.O, predict the reaction product. The product is: [CH3:1][O:2][C:3]1[C:4]2[CH2:5][CH2:6][CH2:7][C:8]=2[C:9]([OH:12])=[CH:10][CH:11]=1. (2) Given the reactants [F:1][C:2]1[CH:3]=[C:4]([C:9]#[C:10][CH:11]=[C:12]2[CH2:17][CH2:16][NH:15][CH2:14][CH2:13]2)[CH:5]=[C:6]([F:8])[CH:7]=1.Cl[C:19]1[C:24]([N+:25]([O-:27])=[O:26])=[CH:23][CH:22]=[C:21]([O:28][CH3:29])[N:20]=1.C(=O)([O-])[O-].[K+].[K+].O, predict the reaction product. The product is: [F:1][C:2]1[CH:3]=[C:4]([C:9]#[C:10][CH:11]=[C:12]2[CH2:13][CH2:14][N:15]([C:19]3[C:24]([N+:25]([O-:27])=[O:26])=[CH:23][CH:22]=[C:21]([O:28][CH3:29])[N:20]=3)[CH2:16][CH2:17]2)[CH:5]=[C:6]([F:8])[CH:7]=1. (3) Given the reactants N([O-])=O.[Na+].[Br:5][C:6]1[C:11](N)=[CH:10][C:9]([C:13]2[CH:18]=[CH:17][C:16]([Cl:19])=[CH:15][CH:14]=2)=[CH:8][N:7]=1.[F:20][P-](F)(F)(F)(F)F.[H+], predict the reaction product. The product is: [Br:5][C:6]1[C:11]([F:20])=[CH:10][C:9]([C:13]2[CH:18]=[CH:17][C:16]([Cl:19])=[CH:15][CH:14]=2)=[CH:8][N:7]=1. (4) Given the reactants [N:1]1([S:7]([C:10]2[CH:11]=[C:12]([CH:16]=[CH:17][CH:18]=2)[C:13]([OH:15])=O)(=[O:9])=[O:8])[CH2:6][CH2:5][CH2:4][CH2:3][CH2:2]1.[NH2:19][CH:20]1[C:28]2[C:23](=[CH:24][CH:25]=[CH:26][CH:27]=2)[CH2:22][CH2:21]1, predict the reaction product. The product is: [CH:20]1([NH:19][C:13](=[O:15])[C:12]2[CH:16]=[CH:17][CH:18]=[C:10]([S:7]([N:1]3[CH2:2][CH2:3][CH2:4][CH2:5][CH2:6]3)(=[O:8])=[O:9])[CH:11]=2)[C:28]2[C:23](=[CH:24][CH:25]=[CH:26][CH:27]=2)[CH2:22][CH2:21]1. (5) Given the reactants Cl.[F:2][C:3]1[CH:8]=[CH:7][CH:6]=[C:5]([F:9])[C:4]=1[C@H:10]([NH2:13])[CH:11]=[CH2:12].[CH3:14][C:15]([O:18][C:19](O[C:19]([O:18][C:15]([CH3:17])([CH3:16])[CH3:14])=[O:20])=[O:20])([CH3:17])[CH3:16], predict the reaction product. The product is: [F:2][C:3]1[CH:8]=[CH:7][CH:6]=[C:5]([F:9])[C:4]=1[C@H:10]([NH:13][C:19](=[O:20])[O:18][C:15]([CH3:17])([CH3:16])[CH3:14])[CH:11]=[CH2:12]. (6) The product is: [CH3:1][C:2]1([CH3:21])[C:6](=[O:23])[N:5]([C:8]2[CH:15]=[CH:14][C:11]([C:12]#[N:13])=[C:10]([C:16]([F:19])([F:18])[F:17])[CH:9]=2)[C:4](=[O:20])[NH:3]1. Given the reactants [CH3:1][C:2]1([CH3:21])[C:6](=N)[N:5]([C:8]2[CH:15]=[CH:14][C:11]([C:12]#[N:13])=[C:10]([C:16]([F:19])([F:18])[F:17])[CH:9]=2)[C:4](=[O:20])[NH:3]1.C(=O)(O)[O-:23], predict the reaction product. (7) Given the reactants [C:1]([O:15]CCO)(=O)[C:2]1[CH:13]=[CH:12][C:5]([C:6]([O:8]CCO)=O)=[CH:4][CH:3]=1.[Na+].[NH2:20][CH2:21][CH2:22][CH2:23][CH2:24][CH2:25][C:26]([O-:28])=[O:27].[CH2:29]([OH:32])[CH2:30]O.S(=O)(=O)(O)O.[OH2:38], predict the reaction product. The product is: [C:26]([CH2:25][CH2:24][CH2:23][CH2:22][CH2:21][NH:20][C:6](=[O:8])[C:5]1[CH:4]=[CH:3][C:2]([C:1]([NH:20][CH2:21][CH2:22][CH2:23][CH2:24][CH2:30][C:29]([OH:32])=[O:38])=[O:15])=[CH:13][CH:12]=1)([OH:28])=[O:27].